Dataset: Full USPTO retrosynthesis dataset with 1.9M reactions from patents (1976-2016). Task: Predict the reactants needed to synthesize the given product. (1) The reactants are: [N+:1]([C:4]1[CH:5]=[C:6]([S:18]([NH2:21])(=[O:20])=[O:19])[CH:7]=[CH:8][C:9]=1[O:10][CH2:11][CH:12]1[CH2:17][CH2:16][NH:15][CH2:14][CH2:13]1)([O-:3])=[O:2].[C:22]1(=[O:26])[CH2:25][CH2:24]C1.C([BH3-])#N.[Na+]. Given the product [N+:1]([C:4]1[CH:5]=[C:6]([S:18]([NH2:21])(=[O:19])=[O:20])[CH:7]=[CH:8][C:9]=1[O:10][CH2:11][CH:12]1[CH2:13][CH2:14][N:15]([CH:25]2[CH2:22][O:26][CH2:24]2)[CH2:16][CH2:17]1)([O-:3])=[O:2], predict the reactants needed to synthesize it. (2) Given the product [Cl:8][C:9]1[CH:10]=[C:11]2[C:19](=[C:20]([N+:23]([O-:25])=[O:24])[C:21]=1[O:5][CH2:4][CH:1]1[CH2:3][CH2:2]1)[NH:18][C:17]1[CH:16]=[N:15][CH:14]=[CH:13][C:12]2=1, predict the reactants needed to synthesize it. The reactants are: [CH:1]1([CH2:4][OH:5])[CH2:3][CH2:2]1.[H-].[Na+].[Cl:8][C:9]1[CH:10]=[C:11]2[C:19](=[C:20]([N+:23]([O-:25])=[O:24])[C:21]=1F)[NH:18][C:17]1[CH:16]=[N:15][CH:14]=[CH:13][C:12]2=1.O. (3) The reactants are: [NH2:1][C:2]1[N:7]=[CH:6][C:5]([O:8][C:9]2[CH:10]=[C:11]([NH:15][C:16]([C:18]3[C:23]([CH3:24])=[CH:22][CH:21]=[CH:20][N:19]=3)=[O:17])[CH:12]=[CH:13][CH:14]=2)=[CH:4][CH:3]=1.[N:25]([C:28]([O:30][CH2:31][CH3:32])=[O:29])=[C:26]=[S:27]. Given the product [CH3:24][C:23]1[C:18]([C:16]([NH:15][C:11]2[CH:10]=[C:9]([CH:14]=[CH:13][CH:12]=2)[O:8][C:5]2[CH:4]=[CH:3][C:2]([NH:1][C:26]([NH:25][C:28](=[O:29])[O:30][CH2:31][CH3:32])=[S:27])=[N:7][CH:6]=2)=[O:17])=[N:19][CH:20]=[CH:21][CH:22]=1, predict the reactants needed to synthesize it. (4) Given the product [CH3:1][O:2][C:3]1[CH:4]=[C:5]2[C:9](=[CH:10][CH:11]=1)[NH:8][C:7](=[O:12])[C:6]2=[CH:32][C:28]1[CH:27]=[C:26]2[C:31]([C:23](/[CH:22]=[CH:21]/[C:20]([N:17]3[CH2:16][CH2:15][N:14]([CH3:13])[CH2:19][CH2:18]3)=[O:42])=[N:24][NH:25]2)=[CH:30][CH:29]=1, predict the reactants needed to synthesize it. The reactants are: [CH3:1][O:2][C:3]1[CH:4]=[C:5]2[C:9](=[CH:10][CH:11]=1)[NH:8][C:7](=[O:12])[CH2:6]2.[CH3:13][N:14]1[CH2:19][CH2:18][N:17]([C:20](=[O:42])/[CH:21]=[CH:22]/[C:23]2[C:31]3[C:26](=[CH:27][C:28]([CH:32]=O)=[CH:29][CH:30]=3)[N:25](COCC[Si](C)(C)C)[N:24]=2)[CH2:16][CH2:15]1. (5) Given the product [Si:1]([O:8][CH2:9][CH2:10][NH:11][CH2:12][CH:16]1[CH2:15][CH2:14]1)([C:4]([CH3:5])([CH3:6])[CH3:7])([CH3:2])[CH3:3], predict the reactants needed to synthesize it. The reactants are: [Si:1]([O:8][CH2:9][CH2:10][NH:11][CH:12]1[CH2:16][CH2:15][CH2:14]C1)([C:4]([CH3:7])([CH3:6])[CH3:5])([CH3:3])[CH3:2].C1(C=O)CC1.[Si](OCCN)(C(C)(C)C)(C)C. (6) The reactants are: [Br:1][C:2]1[CH:7]=[C:6]([F:8])[C:5]([N+:9]([O-:11])=[O:10])=[CH:4][C:3]=1[CH2:12][C:13]([OH:15])=[O:14].OS(O)(=O)=O.[CH3:21][CH2:22]O. Given the product [Br:1][C:2]1[CH:7]=[C:6]([F:8])[C:5]([N+:9]([O-:11])=[O:10])=[CH:4][C:3]=1[CH2:12][C:13]([O:15][CH2:21][CH3:22])=[O:14], predict the reactants needed to synthesize it. (7) Given the product [NH2:1][C:2]1[N:7]=[C:6]([C:8]([F:15])([F:14])[C:9]([OH:11])=[O:10])[CH:5]=[CH:4][N:3]=1, predict the reactants needed to synthesize it. The reactants are: [NH2:1][C:2]1[N:7]=[C:6]([C:8]([F:15])([F:14])[C:9]([O:11]CC)=[O:10])[CH:5]=[CH:4][N:3]=1.Cl. (8) Given the product [C:40]([N:28]1[CH2:29][CH2:30][C@@H:26]([NH:25][C:18]2[N:19]=[N:20][C:21]([C:22]([NH2:24])=[O:23])=[C:16]([NH:15][C:12]3[CH:13]=[CH:14][C:9]([C:7]([N:1]4[CH2:2][CH2:3][O:4][CH2:5][CH2:6]4)=[O:8])=[CH:10][CH:11]=3)[N:17]=2)[CH2:27]1)(=[O:43])[CH:41]=[CH2:42].[ClH:44], predict the reactants needed to synthesize it. The reactants are: [N:1]1([C:7]([C:9]2[CH:14]=[CH:13][C:12]([NH:15][C:16]3[N:17]=[C:18]([NH:25][C@@H:26]4[CH2:30][CH2:29][NH:28][CH2:27]4)[N:19]=[N:20][C:21]=3[C:22]([NH2:24])=[O:23])=[CH:11][CH:10]=2)=[O:8])[CH2:6][CH2:5][O:4][CH2:3][CH2:2]1.CCN(C(C)C)C(C)C.[C:40]([Cl:44])(=[O:43])[CH:41]=[CH2:42]. (9) Given the product [C:1]([C:5]1[CH:10]=[CH:9][CH:8]=[CH:7][C:6]=1[N:11]1[CH2:12][CH2:13][N:14]([C:17]([NH:19][C:20]2[CH:21]=[CH:22][C:23]([O:26][CH2:28][C:29]([O:31][CH3:32])=[O:30])=[CH:24][CH:25]=2)=[O:18])[CH2:15][CH2:16]1)([CH3:4])([CH3:2])[CH3:3], predict the reactants needed to synthesize it. The reactants are: [C:1]([C:5]1[CH:10]=[CH:9][CH:8]=[CH:7][C:6]=1[N:11]1[CH2:16][CH2:15][N:14]([C:17]([NH:19][C:20]2[CH:25]=[CH:24][C:23]([OH:26])=[CH:22][CH:21]=2)=[O:18])[CH2:13][CH2:12]1)([CH3:4])([CH3:3])[CH3:2].Br[CH2:28][C:29]([O:31][CH3:32])=[O:30].C(=O)([O-])[O-].[K+].[K+].O.